From a dataset of Forward reaction prediction with 1.9M reactions from USPTO patents (1976-2016). Predict the product of the given reaction. (1) Given the reactants Cl[C:2]1[C:11]2[C:6](=[CH:7][C:8]([C:12]([F:15])([F:14])[F:13])=[CH:9][CH:10]=2)[N:5]=[CH:4][CH:3]=1.[NH2:16][C@H:17]1[CH2:22][CH2:21][C@H:20]([NH2:23])[CH2:19][CH2:18]1.[OH-].[Na+], predict the reaction product. The product is: [F:13][C:12]([F:15])([F:14])[C:8]1[CH:7]=[C:6]2[C:11]([C:2]([NH:16][C@H:17]3[CH2:22][CH2:21][C@H:20]([NH2:23])[CH2:19][CH2:18]3)=[CH:3][CH:4]=[N:5]2)=[CH:10][CH:9]=1. (2) Given the reactants [F:1][C:2]1[CH:7]=[CH:6][C:5]([C:8](=[N:15][O:16][CH2:17][C:18]2[N:19]=[C:20](N)[S:21][CH:22]=2)[C:9]2[N:13]([CH3:14])[N:12]=[N:11][N:10]=2)=[CH:4][C:3]=1[CH3:24].[Br-:25].[Na+].N(OC(C)(C)C)=O, predict the reaction product. The product is: [Br:25][C:20]1[S:21][CH:22]=[C:18]([CH2:17][O:16][N:15]=[C:8]([C:5]2[CH:6]=[CH:7][C:2]([F:1])=[C:3]([CH3:24])[CH:4]=2)[C:9]2[N:13]([CH3:14])[N:12]=[N:11][N:10]=2)[N:19]=1. (3) Given the reactants [OH:1][C@H:2]1[CH2:6][NH:5][CH2:4][C@H:3]1[CH2:7][NH:8][C:9](=[O:18])[O:10][CH2:11][C:12]1[CH:17]=[CH:16][CH:15]=[CH:14][CH:13]=1.[CH3:19][O:20][C:21]1[CH:30]=[C:29]2[C:24]([CH:25]=[CH:26][C:27](=[O:34])[N:28]2[CH2:31][CH:32]=O)=[CH:23][CH:22]=1.C(=O)([O-])[O-].[Na+].[Na+].C(O[BH-](OC(=O)C)OC(=O)C)(=O)C.[Na+], predict the reaction product. The product is: [OH:1][C@H:2]1[CH2:6][N:5]([CH2:32][CH2:31][N:28]2[C:29]3[C:24](=[CH:23][CH:22]=[C:21]([O:20][CH3:19])[CH:30]=3)[CH:25]=[CH:26][C:27]2=[O:34])[CH2:4][C@H:3]1[CH2:7][NH:8][C:9](=[O:18])[O:10][CH2:11][C:12]1[CH:17]=[CH:16][CH:15]=[CH:14][CH:13]=1. (4) Given the reactants Cl[CH2:2][C@H:3]([C:5]1[CH:10]=[CH:9][CH:8]=[CH:7][CH:6]=1)[OH:4].[N-:11]=[N+:12]=[N-:13].[Na+].O, predict the reaction product. The product is: [N:11]([CH2:2][C@H:3]([C:5]1[CH:10]=[CH:9][CH:8]=[CH:7][CH:6]=1)[OH:4])=[N+:12]=[N-:13].